Dataset: Full USPTO retrosynthesis dataset with 1.9M reactions from patents (1976-2016). Task: Predict the reactants needed to synthesize the given product. (1) The reactants are: Br[C:2]1[CH:3]=[C:4]([N+:9]([O-:11])=[O:10])[CH:5]=[CH:6][C:7]=1[Cl:8].B1([C:18]2[CH:23]=[CH:22][CH:21]=[N:20][CH:19]=2)OCCCO1.C([O-])([O-])=O.[Na+].[Na+]. Given the product [Cl:8][C:7]1[CH:6]=[CH:5][C:4]([N+:9]([O-:11])=[O:10])=[CH:3][C:2]=1[C:18]1[CH:19]=[N:20][CH:21]=[CH:22][CH:23]=1, predict the reactants needed to synthesize it. (2) Given the product [F:1][C:2]1[C:7]([F:8])=[CH:6][CH:5]=[CH:4][C:3]=1[C@H:9]([CH2:12][CH2:13][CH:14]=[CH2:15])/[CH:10]=[N:28]/[S@@:26]([C:23]([CH3:25])([CH3:24])[CH3:22])=[O:27], predict the reactants needed to synthesize it. The reactants are: [F:1][C:2]1[C:7]([F:8])=[CH:6][CH:5]=[CH:4][C:3]=1[C@H:9]([CH2:12][CH2:13][CH:14]=[CH2:15])[CH:10]=O.C1C=CC=CC=1.[CH3:22][C:23]([S@:26]([NH2:28])=[O:27])([CH3:25])[CH3:24]. (3) Given the product [CH2:9]1[C:10]2([CH2:16][CH2:15][NH:14][CH2:13]2)[CH2:11][CH2:12][NH:8]1, predict the reactants needed to synthesize it. The reactants are: C([N:8]1[CH2:12][CH2:11][C:10]2([CH2:16][CH2:15][N:14](CC3C=CC=CC=3)[CH2:13]2)[CH2:9]1)C1C=CC=CC=1. (4) The reactants are: [C:1](=O)([O-])[O-].[Cs+].[Cs+].IC.[CH:9]1([C:13]2[C:22]([CH:23]3[CH2:25][CH2:24]3)=[CH:21][C:16]([C:17]([O:19][CH3:20])=[O:18])=[C:15]([OH:26])[CH:14]=2)[CH2:12][CH2:11][CH2:10]1.O. Given the product [CH:9]1([C:13]2[C:22]([CH:23]3[CH2:24][CH2:25]3)=[CH:21][C:16]([C:17]([O:19][CH3:20])=[O:18])=[C:15]([O:26][CH3:1])[CH:14]=2)[CH2:12][CH2:11][CH2:10]1, predict the reactants needed to synthesize it. (5) Given the product [F:1][C:2]1[CH:7]=[CH:6][C:5]([C:8]([N:10]2[CH2:15][CH2:14][CH2:13][C@H:12]([N:26]3[N:27]=[N:28][C:24]([C:19]4[CH:20]=[CH:21][CH:22]=[CH:23][C:18]=4[F:17])=[N:25]3)[CH2:11]2)=[O:9])=[CH:4][CH:3]=1, predict the reactants needed to synthesize it. The reactants are: [F:1][C:2]1[CH:7]=[CH:6][C:5]([C:8]([N:10]2[CH2:15][CH2:14][CH2:13][C@@H:12](O)[CH2:11]2)=[O:9])=[CH:4][CH:3]=1.[F:17][C:18]1[CH:23]=[CH:22][CH:21]=[CH:20][C:19]=1[C:24]1[NH:28][N:27]=[N:26][N:25]=1. (6) Given the product [OH:17][C:7]1[C:6]([CH2:5][C:26]([O:25][CH3:29])=[O:31])=[CH:10][N:9]([C:11]2[CH:12]=[CH:13][CH:14]=[CH:15][CH:16]=2)[N:8]=1, predict the reactants needed to synthesize it. The reactants are: C(O[CH2:5][C:6]1[C:7]([O:17]CC2C=CC=CC=2)=[N:8][N:9]([C:11]2[CH:16]=[CH:15][CH:14]=[CH:13][CH:12]=2)[CH:10]=1)(=O)C.[O:25]1[CH2:29]CC[CH2:26]1.C[OH:31].